This data is from Catalyst prediction with 721,799 reactions and 888 catalyst types from USPTO. The task is: Predict which catalyst facilitates the given reaction. (1) Reactant: [CH2:1]([O:8][C@@H:9]1[C@@H:15]([O:16][CH2:17][C:18]2[CH:23]=[CH:22][CH:21]=[CH:20][CH:19]=2)[C@:14]2([C:25]3[CH:30]=[CH:29][C:28]([Cl:31])=[C:27]([CH2:32][C:33]4[CH:38]=[CH:37][C:36]([O:39][CH2:40][CH3:41])=[CH:35][CH:34]=4)[CH:26]=3)[O:24][C@@:11]([CH2:42][O:43][Si:44]([C:47]([CH3:50])([CH3:49])[CH3:48])([CH3:46])[CH3:45])([CH2:12][O:13]2)[C@H:10]1[OH:51])[C:2]1[CH:7]=[CH:6][CH:5]=[CH:4][CH:3]=1.CC(OI1(OC(C)=O)(OC(C)=O)OC(=O)C2C=CC=CC1=2)=O.[Na]. Product: [CH2:1]([O:8][C@@H:9]1[C@@H:15]([O:16][CH2:17][C:18]2[CH:19]=[CH:20][CH:21]=[CH:22][CH:23]=2)[C@:14]2([C:25]3[CH:30]=[CH:29][C:28]([Cl:31])=[C:27]([CH2:32][C:33]4[CH:38]=[CH:37][C:36]([O:39][CH2:40][CH3:41])=[CH:35][CH:34]=4)[CH:26]=3)[O:24][C@@:11]([CH2:42][O:43][Si:44]([C:47]([CH3:50])([CH3:49])[CH3:48])([CH3:46])[CH3:45])([CH2:12][O:13]2)[C:10]1=[O:51])[C:2]1[CH:3]=[CH:4][CH:5]=[CH:6][CH:7]=1. The catalyst class is: 4. (2) Reactant: C([N-]C(C)C)(C)C.[Li+].[Cl:9][C:10]1[S:11][CH:12]=[CH:13][N:14]=1.[CH2:15]([Sn:19]([CH2:25][CH2:26][CH2:27][CH3:28])([CH2:21][CH2:22][CH2:23][CH3:24])Cl)[CH2:16][CH2:17][CH3:18]. Product: [Cl:9][C:10]1[S:11][C:12]([Sn:19]([CH2:21][CH2:22][CH2:23][CH3:24])([CH2:25][CH2:26][CH2:27][CH3:28])[CH2:15][CH2:16][CH2:17][CH3:18])=[CH:13][N:14]=1. The catalyst class is: 1. (3) Reactant: C[C@:2]([C@@H:6]([CH2:8]O)[OH:7])(O)[CH2:3][OH:4].C[C:11]1[C:12](=[O:16])[O:13]CC=1. Product: [C:12]([O-:16])(=[O:13])[CH3:11].[CH3:8][C:6]([CH2:2][C:3]([OH:13])=[O:4])=[O:7]. The catalyst class is: 28.